Dataset: Reaction yield outcomes from USPTO patents with 853,638 reactions. Task: Predict the reaction yield, written as a fraction of the theoretical maximum amount of product (1.0 means a 100% yield; for example, 0.34 means a 34% yield). The reactants are CO.[NH:3]1[C:7]2[CH:8]=[CH:9][CH:10]=[CH:11][C:6]=2[NH:5][C:4]1=[C:12]([C:28]([C:30]1[CH:35]=[CH:34][CH:33]=[C:32]([F:36])[CH:31]=1)=[O:29])[C:13]([C:15]1[CH:20]=[CH:19][CH:18]=[C:17]([C@@H:21]2[CH2:25][O:24]C(C)(C)[O:22]2)[CH:16]=1)=[O:14].O.C1(C)C=CC(S(O)(=O)=O)=CC=1.C(=O)(O)[O-].[Na+]. The catalyst is O. The product is [NH:3]1[C:7]2[CH:8]=[CH:9][CH:10]=[CH:11][C:6]=2[NH:5][C:4]1=[C:12]([C:28]([C:30]1[CH:35]=[CH:34][CH:33]=[C:32]([F:36])[CH:31]=1)=[O:29])[C:13]([C:15]1[CH:20]=[CH:19][CH:18]=[C:17]([C@@H:21]([OH:22])[CH2:25][OH:24])[CH:16]=1)=[O:14]. The yield is 0.420.